Dataset: Forward reaction prediction with 1.9M reactions from USPTO patents (1976-2016). Task: Predict the product of the given reaction. (1) Given the reactants C(=O)([O-])[O-].[Na+].[Na+].[Br:7][C:8]1[CH:9]=[CH:10][C:11](I)=[N:12][CH:13]=1.[CH2:15]([O:17][C:18]([C:20]1([C:23]2[CH:28]=[CH:27][C:26](B3OC(C)(C)C(C)(C)O3)=[CH:25][CH:24]=2)[CH2:22][CH2:21]1)=[O:19])[CH3:16], predict the reaction product. The product is: [CH2:15]([O:17][C:18]([C:20]1([C:23]2[CH:28]=[CH:27][C:26]([C:11]3[CH:10]=[CH:9][C:8]([Br:7])=[CH:13][N:12]=3)=[CH:25][CH:24]=2)[CH2:21][CH2:22]1)=[O:19])[CH3:16]. (2) Given the reactants C(OC(N1C[CH2:10][C:9]([CH2:17][NH:18][C:19](=[O:28])[C:20]2[CH:25]=[CH:24][CH:23]=[CH:22][C:21]=2[O:26][CH3:27])([C:12]2S[CH:14]=[CH:15][CH:16]=2)CC1)=O)C.[CH2:29]([N:31]([CH2:34][CH3:35])[CH2:32][CH3:33])C.[C:36](Cl)(=[O:45])[C:37]1[C:38](OC)=[CH:39][CH:40]=[CH:41][CH:42]=1.[O:47]1CCCC1, predict the reaction product. The product is: [CH2:36]([O:45][C:29]([N:31]1[CH2:34][CH2:35][C:17]([NH:18][C:19](=[O:28])[C:20]2[CH:25]=[CH:24][CH:23]=[CH:22][C:21]=2[O:26][CH3:27])([C:9]2[CH:10]=[CH:14][CH:15]=[CH:16][CH:12]=2)[CH2:33][CH2:32]1)=[O:47])[C:37]1[CH:38]=[CH:39][CH:40]=[CH:41][CH:42]=1. (3) The product is: [Cl:28][C:25]1[CH:26]=[CH:27][C:22]([CH:8]([C:5]2[CH:4]=[CH:3][C:2]([Cl:1])=[CH:7][CH:6]=2)[C:9]2[CH:10]=[C:11]3[C:16](=[C:17]([Br:19])[CH:18]=2)[NH:15][C:14](=[O:20])[CH:13]=[C:12]3[NH:40][CH:37]2[CH2:38][CH2:39][N:34]([S:31]([C:30]([F:41])([F:42])[F:29])(=[O:33])=[O:32])[CH2:35][CH2:36]2)=[CH:23][CH:24]=1. Given the reactants [Cl:1][C:2]1[CH:7]=[CH:6][C:5]([CH:8]([C:22]2[CH:27]=[CH:26][C:25]([Cl:28])=[CH:24][CH:23]=2)[C:9]2[CH:10]=[C:11]3[C:16](=[C:17]([Br:19])[CH:18]=2)[NH:15][C:14](=[O:20])[CH:13]=[C:12]3Br)=[CH:4][CH:3]=1.[F:29][C:30]([F:42])([F:41])[S:31]([N:34]1[CH2:39][CH2:38][CH:37]([NH2:40])[CH2:36][CH2:35]1)(=[O:33])=[O:32].C([O-])([O-])=O.[Cs+].[Cs+].O1CCOCC1, predict the reaction product.